This data is from Forward reaction prediction with 1.9M reactions from USPTO patents (1976-2016). The task is: Predict the product of the given reaction. Given the reactants [NH:1]1[CH2:6][CH2:5][CH:4]([C:7]2[N:11]3[C:12]4[CH:18]=[CH:17][NH:16][C:13]=4[N:14]=[CH:15][C:10]3=[N:9][N:8]=2)[CH2:3][CH2:2]1.N1C=CC=CC=1.[CH:25]1([S:28](Cl)(=[O:30])=[O:29])[CH2:27][CH2:26]1, predict the reaction product. The product is: [CH:25]1([S:28]([N:1]2[CH2:2][CH2:3][CH:4]([C:7]3[N:11]4[C:12]5[CH:18]=[CH:17][NH:16][C:13]=5[N:14]=[CH:15][C:10]4=[N:9][N:8]=3)[CH2:5][CH2:6]2)(=[O:30])=[O:29])[CH2:27][CH2:26]1.